From a dataset of Catalyst prediction with 721,799 reactions and 888 catalyst types from USPTO. Predict which catalyst facilitates the given reaction. (1) Reactant: C[O:2][C:3]1[C:8]([CH2:9][C:10]([F:13])([F:12])[F:11])=[CH:7][CH:6]=[CH:5][C:4]=1[CH3:14].B(Br)(Br)Br. Product: [CH3:14][C:4]1[CH:5]=[CH:6][CH:7]=[C:8]([CH2:9][C:10]([F:11])([F:12])[F:13])[C:3]=1[OH:2]. The catalyst class is: 4. (2) The catalyst class is: 144. Product: [OH:1][C:2]1[CH:7]=[C:6]([OH:8])[CH:5]=[CH:4][C:3]=1[C:12](=[O:23])[CH2:13][CH2:14][C:15]1[CH:16]=[N:17][C:18]([O:21][CH3:22])=[CH:19][CH:20]=1. Reactant: [OH:1][C:2]1[CH:7]=[C:6]([O:8]COC)[CH:5]=[CH:4][C:3]=1[C:12](=[O:23])[CH2:13][CH2:14][C:15]1[CH:16]=[N:17][C:18]([O:21][CH3:22])=[CH:19][CH:20]=1.C(O)(C(F)(F)F)=O.[OH-].[Na+]. (3) Reactant: Cl[C:2]1[C:7]([CH:8]([CH2:13][CH2:14][CH3:15])[C:9]([O:11][CH3:12])=[O:10])=[C:6]([CH3:16])[N:5]=[C:4]([C:17]2[CH:22]=[CH:21][CH:20]=[CH:19][CH:18]=2)[N:3]=1.C(N(CC)C(C)C)(C)C.[CH3:32][C:33]1[CH:34]=[C:35](B(O)O)[CH:36]=[CH:37][C:38]=1[CH3:39]. Product: [CH3:32][C:33]1[CH:34]=[C:35]([C:2]2[C:7]([CH:8]([CH2:13][CH2:14][CH3:15])[C:9]([O:11][CH3:12])=[O:10])=[C:6]([CH3:16])[N:5]=[C:4]([C:17]3[CH:22]=[CH:21][CH:20]=[CH:19][CH:18]=3)[N:3]=2)[CH:36]=[CH:37][C:38]=1[CH3:39]. The catalyst class is: 659. (4) Reactant: [Br:1][C:2]1[S:9][C:8]2[C:7]([CH:10]=O)=[C:6]([C:12](OCC)=[O:13])[N:5]([CH3:17])[C:4]=2[CH:3]=1.O.[NH2:19][NH2:20].BrC1SC2C(C=O)=C(C(OCC)=O)NC=2C=1. Product: [CH3:17][N:5]1[C:6]2[C:12]([NH:19][N:20]=[CH:10][C:7]=2[C:8]2[S:9][C:2]([Br:1])=[CH:3][C:4]1=2)=[O:13]. The catalyst class is: 486. (5) Product: [C:1]([NH:4][C:5]1[C:6]([Cl:37])=[CH:7][C:8]([CH2:9][NH:10]/[C:11](=[N:26]\[C:27](=[O:33])[O:28][C:29]([CH3:32])([CH3:30])[CH3:31])/[NH:12][C:13](=[O:25])[CH2:14][C:15]([C:16]2[CH:17]=[CH:18][C:19]([O:22][CH3:23])=[CH:20][CH:21]=2)=[O:24])=[CH:34][C:35]=1[Cl:36])(=[O:3])[CH3:2]. Reactant: [C:1]([NH:4][C:5]1[C:35]([Cl:36])=[CH:34][C:8]([CH2:9][NH:10]/[C:11](=[N:26]\[C:27](=[O:33])[O:28][C:29]([CH3:32])([CH3:31])[CH3:30])/[NH:12][C:13](=[O:25])[CH2:14][CH:15]([OH:24])[C:16]2[CH:21]=[CH:20][C:19]([O:22][CH3:23])=[CH:18][CH:17]=2)=[CH:7][C:6]=1[Cl:37])(=[O:3])[CH3:2]. The catalyst class is: 704. (6) The catalyst class is: 3. Reactant: Br[C:2]1[O:6][C:5]([C:7]([OH:9])=[O:8])=[CH:4][CH:3]=1.[C:10]1(B(O)O)[CH:15]=[CH:14][CH:13]=[CH:12][CH:11]=1.[O-]P([O-])([O-])=O.[K+].[K+].[K+]. Product: [C:10]1([C:2]2[O:6][C:5]([C:7]([OH:9])=[O:8])=[CH:4][CH:3]=2)[CH:15]=[CH:14][CH:13]=[CH:12][CH:11]=1. (7) Reactant: C1(S([N:10]2[C:18]3[C:13](=[CH:14][C:15]([C:19]4[N:20]([CH2:30][CH3:31])[N:21]=[C:22]([C:24]5[CH:29]=[CH:28][CH:27]=[CH:26][CH:25]=5)[CH:23]=4)=[CH:16][CH:17]=3)[CH:12]=[C:11]2[C:32]2[C:37]([F:38])=[CH:36][CH:35]=[CH:34][C:33]=2[F:39])(=O)=O)C=CC=CC=1.[OH-].[Na+].Cl. Product: [F:38][C:37]1[CH:36]=[CH:35][CH:34]=[C:33]([F:39])[C:32]=1[C:11]1[NH:10][C:18]2[C:13]([CH:12]=1)=[CH:14][C:15]([C:19]1[N:20]([CH2:30][CH3:31])[N:21]=[C:22]([C:24]3[CH:25]=[CH:26][CH:27]=[CH:28][CH:29]=3)[CH:23]=1)=[CH:16][CH:17]=2. The catalyst class is: 12.